Dataset: Forward reaction prediction with 1.9M reactions from USPTO patents (1976-2016). Task: Predict the product of the given reaction. (1) Given the reactants [C:1]([C:4]1[C:9]([O:10][CH:11]([CH3:17])[C:12]([O:14][CH2:15][CH3:16])=[O:13])=[C:8]([I:18])[C:7]([F:19])=[C:6]([Cl:20])[CH:5]=1)(=[O:3])[CH3:2].[CH2:21](O)[CH2:22][OH:23].O.C1(C)C=CC(S(O)(=O)=O)=CC=1.C(=O)(O)[O-].[Na+], predict the reaction product. The product is: [Cl:20][C:6]1[CH:5]=[C:4]([C:1]2([CH3:2])[O:23][CH2:22][CH2:21][O:3]2)[C:9]([O:10][CH:11]([CH3:17])[C:12]([O:14][CH2:15][CH3:16])=[O:13])=[C:8]([I:18])[C:7]=1[F:19]. (2) The product is: [Br:1][C:2]1[CH:7]=[C:6]([O:23][C:19]2[CH:20]=[CH:21][CH:22]=[C:17]([O:16][CH3:15])[CH:18]=2)[C:5]([N+:9]([O-:11])=[O:10])=[CH:4][C:3]=1[F:12]. Given the reactants [Br:1][C:2]1[CH:7]=[C:6](F)[C:5]([N+:9]([O-:11])=[O:10])=[CH:4][C:3]=1[F:12].[H-].[Na+].[CH3:15][O:16][C:17]1[CH:18]=[C:19]([OH:23])[CH:20]=[CH:21][CH:22]=1, predict the reaction product. (3) The product is: [C:1]([C:4]12[CH2:5][CH:6]3[CH2:12][CH:10]([CH2:9][CH:8]([C:7]3([OH:14])[CH:15]([CH3:22])[CH3:16])[CH2:13]1)[CH2:11]2)([OH:3])=[O:2]. Given the reactants [C:1]([C:4]12[CH2:13][CH:8]3[CH2:9][CH:10]([CH2:12][CH:6]([C:7]3=[O:14])[CH2:5]1)[CH2:11]2)([OH:3])=[O:2].[C:15]12(C(=O)C)CC3CC(CC(C3)[CH2:16]1)[CH2:22]2, predict the reaction product. (4) Given the reactants [CH3:1][C:2]1[CH:10]=[CH:9][C:5]([C:6](Cl)=[O:7])=[CH:4][C:3]=1[NH:11][C:12](=[O:21])[CH:13]=[CH:14][C:15]1[CH:16]=[N:17][CH:18]=[CH:19][CH:20]=1.[F:22][C:23]1[CH:29]=[CH:28][C:26]([NH2:27])=[CH:25][CH:24]=1.C(N(CC)CC)C.C(=O)([O-])[O-].[K+].[K+], predict the reaction product. The product is: [F:22][C:23]1[CH:29]=[CH:28][C:26]([NH:27][C:6](=[O:7])[C:5]2[CH:9]=[CH:10][C:2]([CH3:1])=[C:3]([NH:11][C:12](=[O:21])[CH:13]=[CH:14][C:15]3[CH:16]=[N:17][CH:18]=[CH:19][CH:20]=3)[CH:4]=2)=[CH:25][CH:24]=1. (5) Given the reactants [Si:1]([O:8][C@@H:9]1[CH2:14][CH2:13][C@H:12]([NH2:15])[C@H:11]([CH:16]([CH3:18])[CH3:17])[CH2:10]1)([C:4]([CH3:7])([CH3:6])[CH3:5])([CH3:3])[CH3:2].[C:19]([NH:29][C@H:30]([C:35](O)=[O:36])[CH2:31][CH2:32][S:33][CH3:34])([O:21][CH2:22][C:23]1[CH:28]=[CH:27][CH:26]=[CH:25][CH:24]=1)=[O:20].CN1CCOCC1.F[P-](F)(F)(F)(F)F.N1(O[P+](N(C)C)(N(C)C)N(C)C)C2C=CC=CC=2N=N1, predict the reaction product. The product is: [Si:1]([O:8][C@@H:9]1[CH2:14][CH2:13][C@H:12]([NH:15][C:35](=[O:36])[C@@H:30]([NH:29][C:19](=[O:20])[O:21][CH2:22][C:23]2[CH:28]=[CH:27][CH:26]=[CH:25][CH:24]=2)[CH2:31][CH2:32][S:33][CH3:34])[C@H:11]([CH:16]([CH3:18])[CH3:17])[CH2:10]1)([C:4]([CH3:7])([CH3:6])[CH3:5])([CH3:2])[CH3:3]. (6) Given the reactants Br[C:2]1[CH:9]=[CH:8][C:5]([CH:6]=[O:7])=[CH:4][CH:3]=1.[N:10]1([CH:15]2[CH2:20][CH2:19][NH:18][CH2:17][CH2:16]2)[CH2:14][CH2:13][CH2:12][CH2:11]1.C(=O)([O-])[O-].[Cs+].[Cs+], predict the reaction product. The product is: [N:10]1([CH:15]2[CH2:20][CH2:19][N:18]([C:2]3[CH:9]=[CH:8][C:5]([CH:6]=[O:7])=[CH:4][CH:3]=3)[CH2:17][CH2:16]2)[CH2:14][CH2:13][CH2:12][CH2:11]1.